This data is from NCI-60 drug combinations with 297,098 pairs across 59 cell lines. The task is: Regression. Given two drug SMILES strings and cell line genomic features, predict the synergy score measuring deviation from expected non-interaction effect. (1) Drug 1: CS(=O)(=O)OCCCCOS(=O)(=O)C. Drug 2: CC1C(C(CC(O1)OC2CC(CC3=C2C(=C4C(=C3O)C(=O)C5=CC=CC=C5C4=O)O)(C(=O)C)O)N)O. Cell line: OVCAR-5. Synergy scores: CSS=27.9, Synergy_ZIP=-1.53, Synergy_Bliss=-1.29, Synergy_Loewe=-36.7, Synergy_HSA=0.910. (2) Drug 1: CCC1=CC2CC(C3=C(CN(C2)C1)C4=CC=CC=C4N3)(C5=C(C=C6C(=C5)C78CCN9C7C(C=CC9)(C(C(C8N6C)(C(=O)OC)O)OC(=O)C)CC)OC)C(=O)OC.C(C(C(=O)O)O)(C(=O)O)O. Drug 2: C1=CC(=C2C(=C1NCCNCCO)C(=O)C3=C(C=CC(=C3C2=O)O)O)NCCNCCO. Cell line: OVCAR3. Synergy scores: CSS=57.8, Synergy_ZIP=1.28, Synergy_Bliss=-1.28, Synergy_Loewe=-1.48, Synergy_HSA=1.90.